This data is from Peptide-MHC class I binding affinity with 185,985 pairs from IEDB/IMGT. The task is: Regression. Given a peptide amino acid sequence and an MHC pseudo amino acid sequence, predict their binding affinity value. This is MHC class I binding data. (1) The binding affinity (normalized) is 0.773. The MHC is HLA-A11:01 with pseudo-sequence HLA-A11:01. The peptide sequence is ASYRLCLYR. (2) The peptide sequence is HLEEERDLKI. The MHC is HLA-A02:03 with pseudo-sequence HLA-A02:03. The binding affinity (normalized) is 0.0765. (3) The peptide sequence is ILQEMSETY. The MHC is HLA-B48:01 with pseudo-sequence HLA-B48:01. The binding affinity (normalized) is 0.0847. (4) The peptide sequence is DGPFIFARHA. The MHC is H-2-Dd with pseudo-sequence H-2-Dd. The binding affinity (normalized) is 0. (5) The peptide sequence is THYPTQNRF. The MHC is HLA-A26:01 with pseudo-sequence HLA-A26:01. The binding affinity (normalized) is 0.0847. (6) The peptide sequence is GELCEDTMTY. The MHC is HLA-B44:03 with pseudo-sequence HLA-B44:03. The binding affinity (normalized) is 0.702. (7) The peptide sequence is SRYWAIRTR. The MHC is HLA-B08:02 with pseudo-sequence HLA-B08:02. The binding affinity (normalized) is 0.0847.